From a dataset of Catalyst prediction with 721,799 reactions and 888 catalyst types from USPTO. Predict which catalyst facilitates the given reaction. Reactant: Cl[C:2]1[CH:7]=CC=C(F)[C:3]=1[C:9]1[C:13](C(OC)=O)=[C:12](C(C(=O)C(F)(F)F)=CN(C)C)[O:11][N:10]=1.ClC1C=C([NH:36][NH2:37])C=CC=1.C(N(CC)C(C)C)(C)C. Product: [NH:36]1[CH:7]=[CH:2][C:3]([C:9]2[CH:13]=[CH:12][O:11][N:10]=2)=[N:37]1. The catalyst class is: 8.